The task is: Predict the product of the given reaction.. This data is from Forward reaction prediction with 1.9M reactions from USPTO patents (1976-2016). (1) Given the reactants N[C:2]1[CH:10]=[CH:9][C:5]([C:6]([OH:8])=[O:7])=[C:4]([OH:11])[C:3]=1[OH:12].[BrH:13].N([O-])=O.[Na+], predict the reaction product. The product is: [Br:13][C:2]1[CH:10]=[CH:9][C:5]([C:6]([OH:8])=[O:7])=[C:4]([OH:11])[C:3]=1[OH:12]. (2) Given the reactants BrCC1C=C(C=CC=1)C[N:7]1[C:11](I)=[C:10](C=O)[CH:9]=[C:8]1[C:15]([O:17][CH3:18])=[O:16].C([O-])([O-])=O.[K+].[K+], predict the reaction product. The product is: [NH:7]1[CH:11]=[CH:10][CH:9]=[C:8]1[C:15]([O:17][CH3:18])=[O:16]. (3) Given the reactants Br[C:2]1[N:18]([C:19]2[CH:24]=[CH:23][CH:22]=[CH:21][CH:20]=2)[C:5]2=[CH:6][N:7]=[C:8]([C:11]([NH:13][CH2:14][C:15]([OH:17])=[O:16])=[O:12])[C:9]([OH:10])=[C:4]2[CH:3]=1.C[C:26]([N:28](C)C)=O, predict the reaction product. The product is: [C:26]([C:2]1[N:18]([C:19]2[CH:24]=[CH:23][CH:22]=[CH:21][CH:20]=2)[C:5]2=[CH:6][N:7]=[C:8]([C:11]([NH:13][CH2:14][C:15]([OH:17])=[O:16])=[O:12])[C:9]([OH:10])=[C:4]2[CH:3]=1)#[N:28]. (4) Given the reactants [NH2:1][C:2]1[CH:12]=[CH:11][C:5]([C:6]([O:8][CH2:9][CH3:10])=[O:7])=[CH:4][CH:3]=1.[Br:13]N1C(=O)CCC1=O, predict the reaction product. The product is: [NH2:1][C:2]1[CH:3]=[CH:4][C:5]([C:6]([O:8][CH2:9][CH3:10])=[O:7])=[CH:11][C:12]=1[Br:13]. (5) Given the reactants [NH:1]1[C:9]2[C:4](=[CH:5][CH:6]=[CH:7][CH:8]=2)[C:3](=[O:10])[NH:2]1.[H-].[Na+].Br[CH2:14][C:15]1[CH:20]=[CH:19][C:18]([CH:21]([CH:29]2[CH2:33][CH2:32][CH2:31][CH2:30]2)[C:22]([O:24][C:25]([CH3:28])([CH3:27])[CH3:26])=[O:23])=[CH:17][CH:16]=1.O, predict the reaction product. The product is: [CH:29]1([CH:21]([C:18]2[CH:19]=[CH:20][C:15]([CH2:14][N:2]3[C:3](=[O:10])[C:4]4[C:9](=[CH:8][CH:7]=[CH:6][CH:5]=4)[NH:1]3)=[CH:16][CH:17]=2)[C:22]([O:24][C:25]([CH3:26])([CH3:28])[CH3:27])=[O:23])[CH2:33][CH2:32][CH2:31][CH2:30]1. (6) Given the reactants Cl.[Cl:2][C:3]1[CH:4]=[C:5]([CH:7]=[CH:8][CH:9]=1)[NH2:6].[CH:10]([C:12]([CH3:14])=O)=[CH2:11], predict the reaction product. The product is: [Cl:2][C:3]1[CH:9]=[CH:8][CH:7]=[C:5]2[C:4]=1[C:12]([CH3:14])=[CH:10][CH:11]=[N:6]2. (7) The product is: [Cl:7][C:8]1[CH:16]=[CH:15][C:11]([CH2:12][NH2:14])=[C:10]([S:17][CH3:18])[CH:9]=1. Given the reactants B.C1COCC1.[Cl:7][C:8]1[CH:16]=[CH:15][C:11]([C:12]([NH2:14])=O)=[C:10]([S:17][CH3:18])[CH:9]=1, predict the reaction product. (8) Given the reactants [CH:1]1([CH2:4][O:5][C:6]2[CH:7]=[C:8]([OH:13])[CH:9]=[C:10]([OH:12])[CH:11]=2)[CH2:3][CH2:2]1.C(=O)([O-])[O-].[K+].[K+].Br[CH2:21][CH2:22][CH3:23].Cl, predict the reaction product. The product is: [CH:1]1([CH2:4][O:5][C:6]2[CH:11]=[C:10]([OH:12])[CH:9]=[C:8]([O:13][CH2:21][CH2:22][CH3:23])[CH:7]=2)[CH2:2][CH2:3]1. (9) Given the reactants [CH3:1][O:2][C:3]1[CH:4]=[C:5]([CH2:11][CH:12]([NH2:14])[CH3:13])[CH:6]=[CH:7][C:8]=1[O:9][CH3:10].[CH:15]1([CH:18]=O)[CH2:17][CH2:16]1, predict the reaction product. The product is: [CH:15]1([CH2:18][NH:14][CH:12]([CH3:13])[CH2:11][C:5]2[CH:6]=[CH:7][C:8]([O:9][CH3:10])=[C:3]([O:2][CH3:1])[CH:4]=2)[CH2:17][CH2:16]1.